Dataset: Reaction yield outcomes from USPTO patents with 853,638 reactions. Task: Predict the reaction yield, written as a fraction of the theoretical maximum amount of product (1.0 means a 100% yield; for example, 0.34 means a 34% yield). (1) The reactants are C[O-].[Na+].[C:4]([O:8][CH3:9])(=[O:7])[CH2:5][SH:6].Cl[C:11]([CH:15]([CH3:17])[CH3:16])=[CH:12][C:13]#[N:14]. The catalyst is CO. The product is [NH2:14][C:13]1[CH:12]=[C:11]([CH:15]([CH3:17])[CH3:16])[S:6][C:5]=1[C:4]([O:8][CH3:9])=[O:7]. The yield is 0.160. (2) The reactants are [C:1]([CH:3]([S:10]([OH:13])(=[O:12])=[O:11])[CH2:4][C:5]([O:7][CH2:8][CH3:9])=[O:6])#[N:2].[CH3:14][C:15]([O:18][C:19](O[C:19]([O:18][C:15]([CH3:17])([CH3:16])[CH3:14])=[O:20])=[O:20])([CH3:17])[CH3:16].[H][H]. The catalyst is [Ni].C(O)C. The product is [C:15]([O:18][C:19]([NH:2][CH2:1][CH:3]([S:10]([OH:13])(=[O:12])=[O:11])[CH2:4][C:5]([O:7][CH2:8][CH3:9])=[O:6])=[O:20])([CH3:17])([CH3:16])[CH3:14]. The yield is 0.850.